This data is from Reaction yield outcomes from USPTO patents with 853,638 reactions. The task is: Predict the reaction yield, written as a fraction of the theoretical maximum amount of product (1.0 means a 100% yield; for example, 0.34 means a 34% yield). (1) The reactants are [Cl:1][C:2]1[CH:7]=[CH:6][C:5](Br)=[CH:4][CH:3]=1.[C:9]([O:13][C:14]([N:16]1[CH2:21][CH2:20][NH:19][C@@H:18]([CH3:22])[CH2:17]1)=[O:15])([CH3:12])([CH3:11])[CH3:10].CC(C)([O-])C.[Na+]. The catalyst is C1(C)C=CC=CC=1.C1C=CC(/C=C/C(/C=C/C2C=CC=CC=2)=O)=CC=1.C1C=CC(/C=C/C(/C=C/C2C=CC=CC=2)=O)=CC=1.C1C=CC(/C=C/C(/C=C/C2C=CC=CC=2)=O)=CC=1.[Pd].[Pd].C1C=CC(P(C2C(C3C(P(C4C=CC=CC=4)C4C=CC=CC=4)=CC=C4C=3C=CC=C4)=C3C(C=CC=C3)=CC=2)C2C=CC=CC=2)=CC=1. The product is [C:9]([O:13][C:14]([N:16]1[CH2:21][CH2:20][N:19]([C:5]2[CH:6]=[CH:7][C:2]([Cl:1])=[CH:3][CH:4]=2)[C@@H:18]([CH3:22])[CH2:17]1)=[O:15])([CH3:12])([CH3:10])[CH3:11]. The yield is 0.510. (2) The reactants are [CH3:1][O:2][C:3]1[CH:4]=[C:5]([CH:9]([C:14]2[CH:19]=[CH:18][CH:17]=[CH:16][CH:15]=2)[CH2:10][CH2:11][C:12]#N)[CH:6]=[CH:7][CH:8]=1.[OH-:20].[Na+].[OH2:22]. The catalyst is CCO. The product is [CH3:1][O:2][C:3]1[CH:4]=[C:5]([CH:9]([C:14]2[CH:19]=[CH:18][CH:17]=[CH:16][CH:15]=2)[CH2:10][CH2:11][C:12]([OH:22])=[O:20])[CH:6]=[CH:7][CH:8]=1. The yield is 0.898. (3) The product is [Br:1][C:2]1[CH:7]=[CH:6][N:5]=[C:4]([C:8]([NH2:20])=[O:10])[CH:3]=1. The catalyst is CN(C=O)C. The reactants are [Br:1][C:2]1[CH:7]=[CH:6][N:5]=[C:4]([C:8]([OH:10])=O)[CH:3]=1.[NH4+].[Cl-].C([O-])([O-])=O.[K+].[K+].C[N:20](C(ON1N=NC2C=CC=CC1=2)=[N+](C)C)C.F[P-](F)(F)(F)(F)F. The yield is 0.500. (4) The reactants are [CH3:1][C:2]1([CH3:11])[CH2:7][C:6](=[O:8])[CH2:5][C:4]([CH3:10])([CH3:9])[NH:3]1.[OH2:12]. The catalyst is OO.[O-][W]([O-])(=O)=O.[Na+].[Na+]. The product is [OH:12][N:3]1[C:4]([CH3:10])([CH3:9])[CH2:5][C:6](=[O:8])[CH2:7][C:2]1([CH3:11])[CH3:1]. The yield is 0.790. (5) The reactants are [N+:1](/[CH:4]=[CH:5]/[C:6]1[CH:19]=[CH:18][C:9]([CH2:10][O:11][C:12]2[CH:17]=[CH:16][CH:15]=[CH:14][N:13]=2)=[CH:8][CH:7]=1)([O-:3])=[O:2].C(O)(=O)C.[BH4-].[Na+]. The catalyst is CS(C)=O. The product is [N+:1]([CH2:4][CH2:5][C:6]1[CH:19]=[CH:18][C:9]([CH2:10][O:11][C:12]2[CH:17]=[CH:16][CH:15]=[CH:14][N:13]=2)=[CH:8][CH:7]=1)([O-:3])=[O:2]. The yield is 0.771. (6) The reactants are Cl[C:2]1[N:7]=[C:6]([NH:8][CH:9]2[CH2:17][CH:16]3[N:12]([CH2:13][CH2:14][CH2:15]3)[C:11]([CH3:19])([CH3:18])[CH2:10]2)[C:5]([F:20])=[CH:4][N:3]=1.[NH2:21][C:22]1[CH:23]=[CH:24][C:25]([O:30][CH:31]2[CH2:36][CH2:35][O:34][CH2:33][CH2:32]2)=[C:26]([CH:29]=1)[C:27]#[N:28]. The catalyst is CC(O)C. The product is [NH3:3].[CH3:25][OH:30].[F:20][C:5]1[C:6]([NH:8][CH:9]2[CH2:17][CH:16]3[N:12]([CH2:13][CH2:14][CH2:15]3)[C:11]([CH3:19])([CH3:18])[CH2:10]2)=[N:7][C:2]([NH:21][C:22]2[CH:23]=[CH:24][C:25]([O:30][CH:31]3[CH2:36][CH2:35][O:34][CH2:33][CH2:32]3)=[C:26]([CH:29]=2)[C:27]#[N:28])=[N:3][CH:4]=1. The yield is 0.0100.